From a dataset of Full USPTO retrosynthesis dataset with 1.9M reactions from patents (1976-2016). Predict the reactants needed to synthesize the given product. (1) The reactants are: [C:1]([O:5][C:6](=[O:15])[NH:7][C:8]1[CH:9]=[N:10][C:11]([CH3:14])=[CH:12][CH:13]=1)([CH3:4])([CH3:3])[CH3:2]. Given the product [C:1]([O:5][C:6](=[O:15])[NH:7][CH:8]1[CH2:13][CH2:12][CH:11]([CH3:14])[NH:10][CH2:9]1)([CH3:4])([CH3:2])[CH3:3], predict the reactants needed to synthesize it. (2) Given the product [CH3:1][O:2][C:3]([C:5]1[N:6]=[C:7]([C:10]2[CH:15]=[CH:14][C:13]([CH2:16][NH2:17])=[CH:12][CH:11]=2)[NH:8][CH:9]=1)=[O:4], predict the reactants needed to synthesize it. The reactants are: [CH3:1][O:2][C:3]([C:5]1[N:6]=[C:7]([C:10]2[CH:15]=[CH:14][C:13]([CH2:16][N:17]3C(=O)C4C(=CC=CC=4)C3=O)=[CH:12][CH:11]=2)[NH:8][CH:9]=1)=[O:4].O.NN. (3) Given the product [OH:1][C@@H:2]1[CH2:6][N:5]([CH2:32][CH2:31][N:28]2[C:29]3[C:24](=[CH:23][CH:22]=[C:21]([O:20][CH3:19])[CH:30]=3)[CH:25]=[CH:26][C:27]2=[O:34])[CH2:4][C@@H:3]1[CH2:7][NH:8][C:9](=[O:18])[O:10][CH2:11][C:12]1[CH:17]=[CH:16][CH:15]=[CH:14][CH:13]=1, predict the reactants needed to synthesize it. The reactants are: [OH:1][C@@H:2]1[CH2:6][NH:5][CH2:4][C@@H:3]1[CH2:7][NH:8][C:9](=[O:18])[O:10][CH2:11][C:12]1[CH:17]=[CH:16][CH:15]=[CH:14][CH:13]=1.[CH3:19][O:20][C:21]1[CH:30]=[C:29]2[C:24]([CH:25]=[CH:26][C:27](=[O:34])[N:28]2[CH2:31][CH:32]=O)=[CH:23][CH:22]=1.C(=O)([O-])[O-].[Na+].[Na+].C(O[BH-](OC(=O)C)OC(=O)C)(=O)C.[Na+]. (4) Given the product [NH2:1][C:4]1[CH:20]=[CH:19][C:7]([C:8]([NH:10][C:11]([CH2:14][C:15]([CH3:18])([CH3:17])[CH3:16])([CH3:12])[CH3:13])=[O:9])=[CH:6][CH:5]=1, predict the reactants needed to synthesize it. The reactants are: [N+:1]([C:4]1[CH:20]=[CH:19][C:7]([C:8]([NH:10][C:11]([CH2:14][C:15]([CH3:18])([CH3:17])[CH3:16])([CH3:13])[CH3:12])=[O:9])=[CH:6][CH:5]=1)([O-])=O.[H][H]. (5) Given the product [Cl:1][C:2]1[N:7]=[C:6]([CH3:8])[C:5]([CH2:9][CH3:11])=[C:4]([CH3:10])[N:3]=1, predict the reactants needed to synthesize it. The reactants are: [Cl:1][C:2]1[N:7]=[C:6]([CH3:8])[C:5]([CH3:9])=[C:4]([CH3:10])[N:3]=1.[CH3:11]C1C(C)=C(C)N=C(O)N=1. (6) The reactants are: Cl.[OH:2][NH2:3].CC([O-])=O.[Na+].[OH:9][C:10]1[CH:11]=[C:12]([CH:15]=[CH:16][C:17]=1[OH:18])[CH:13]=O. Given the product [OH:9][C:10]1[CH:11]=[C:12]([CH:15]=[CH:16][C:17]=1[OH:18])[CH:13]=[N:3][OH:2], predict the reactants needed to synthesize it. (7) Given the product [CH3:35][C:36]1[C:40]([C:41]([NH:1][C:2]2[CH:3]=[CH:4][C:5]([CH2:8][C:9]([O:11][CH2:12][CH3:13])=[O:10])=[CH:6][CH:7]=2)=[O:42])=[C:39]([CH3:44])[O:38][N:37]=1, predict the reactants needed to synthesize it. The reactants are: [NH2:1][C:2]1[CH:7]=[CH:6][C:5]([CH2:8][C:9]([O:11][CH2:12][CH3:13])=[O:10])=[CH:4][CH:3]=1.CCN=C=NCCCN(C)C.C1C=CC2N(O)N=NC=2C=1.[CH3:35][C:36]1[C:40]([C:41](O)=[O:42])=[C:39]([CH3:44])[O:38][N:37]=1.